From a dataset of Forward reaction prediction with 1.9M reactions from USPTO patents (1976-2016). Predict the product of the given reaction. (1) Given the reactants [C:1]([CH:3]([CH2:8][CH3:9])[C:4]([O:6][CH3:7])=[O:5])#[N:2], predict the reaction product. The product is: [CH3:7][O:6][C:4](=[O:5])[CH:3]([CH2:1][NH2:2])[CH2:8][CH3:9]. (2) Given the reactants [OH-].[Na+].[C:3]([O:7][OH:8])([CH3:6])([CH3:5])[CH3:4].[CH:9]1[C:9]2N[C:20]3[C:15](=[CH:15][CH:20]=[CH:19][CH:19]=3)S[C:9]=2[CH:19]=[CH:20][CH:15]=1.C[CH:24]=[CH:25][C:26](Cl)=[O:27], predict the reaction product. The product is: [C:3]([OH:7])(=[O:27])[C:20]([CH3:19])=[CH2:15].[C:3]([O:7][O:8][C:25]([CH3:24])([CH3:26])[CH3:9])([CH3:6])([CH3:5])[CH3:4]. (3) Given the reactants [F:1][C:2]([F:33])([CH:21]([O:26][CH:27]1[CH2:32][CH2:31][CH2:30][CH2:29][O:28]1)[CH2:22][CH2:23][CH2:24][CH3:25])/[CH:3]=[CH:4]/[C@H:5]1[C:9](=[O:10])[CH2:8][C@H:7]([OH:11])[C@@H:6]1[CH2:12]/[CH:13]=[CH:14]\[CH2:15][CH2:16][CH2:17][C:18]([OH:20])=[O:19].[N+](=[CH2:36])=[N-], predict the reaction product. The product is: [F:33][C:2]([F:1])([CH:21]([O:26][CH:27]1[CH2:32][CH2:31][CH2:30][CH2:29][O:28]1)[CH2:22][CH2:23][CH2:24][CH3:25])/[CH:3]=[CH:4]/[C@H:5]1[C:9](=[O:10])[CH2:8][C@H:7]([OH:11])[C@@H:6]1[CH2:12]/[CH:13]=[CH:14]\[CH2:15][CH2:16][CH2:17][C:18]([O:20][CH3:36])=[O:19]. (4) Given the reactants Cl[C:2]1[CH:7]=[C:6]([NH:8][C@@H:9]2[CH2:14][CH2:13][C@H:12]([C:15]([NH:17][CH:18]([CH3:20])[CH3:19])=[O:16])[CH2:11][CH2:10]2)[C:5]([N+:21]([O-:23])=[O:22])=[CH:4][N:3]=1.[NH:24]1[CH2:29][CH2:28][O:27][CH2:26][CH2:25]1, predict the reaction product. The product is: [CH:18]([NH:17][C:15]([C@H:12]1[CH2:13][CH2:14][C@@H:9]([NH:8][C:6]2[C:5]([N+:21]([O-:23])=[O:22])=[CH:4][N:3]=[C:2]([N:24]3[CH2:29][CH2:28][O:27][CH2:26][CH2:25]3)[CH:7]=2)[CH2:10][CH2:11]1)=[O:16])([CH3:20])[CH3:19]. (5) Given the reactants Br[C:2]1[S:6]/[C:5](=[N:7]\[C:8]([C:10]23[CH2:17][CH:16]4[CH2:18][CH:12]([CH2:13][CH:14]2[CH2:15]4)[CH2:11]3)=[O:9])/[N:4]([CH2:19][CH2:20][O:21][CH3:22])[CH:3]=1.[O-]P([O-])([O-])=O.[K+].[K+].[K+].O.[C:32]1([CH3:38])C=CC=C[CH:33]=1, predict the reaction product. The product is: [CH:38]1([C:2]2[S:6]/[C:5](=[N:7]\[C:8]([C:10]34[CH2:17][CH:16]5[CH2:18][CH:12]([CH2:13][CH:14]3[CH2:15]5)[CH2:11]4)=[O:9])/[N:4]([CH2:19][CH2:20][O:21][CH3:22])[CH:3]=2)[CH2:32][CH2:33]1.